Binary Classification. Given a T-cell receptor sequence (or CDR3 region) and an epitope sequence, predict whether binding occurs between them. From a dataset of TCR-epitope binding with 47,182 pairs between 192 epitopes and 23,139 TCRs. (1) The epitope is YEGNSPFHPL. The TCR CDR3 sequence is CASTQNRGWYEQYF. Result: 0 (the TCR does not bind to the epitope). (2) The epitope is AYAQKIFKI. The TCR CDR3 sequence is CSVEPGRTGHLNEQFF. Result: 1 (the TCR binds to the epitope). (3) The epitope is SEISMDNSPNL. The TCR CDR3 sequence is CASSLEGGRLFF. Result: 0 (the TCR does not bind to the epitope). (4) The epitope is FADDLNQLTGY. The TCR CDR3 sequence is CAIKVTENTEAFF. Result: 0 (the TCR does not bind to the epitope).